This data is from Forward reaction prediction with 1.9M reactions from USPTO patents (1976-2016). The task is: Predict the product of the given reaction. (1) Given the reactants [CH3:1][N:2]([CH2:13][C:14]1[N:18]([CH2:19][C:20]([NH:22][CH2:23][CH2:24][NH:25]C(=O)OC(C)(C)C)=[O:21])[C:17]2[CH:33]=[CH:34][CH:35]=[CH:36][C:16]=2[N:15]=1)[CH:3]1[C:12]2[N:11]=[CH:10][CH:9]=[CH:8][C:7]=2[CH2:6][CH2:5][CH2:4]1.Cl.O1CCOCC1, predict the reaction product. The product is: [NH2:25][CH2:24][CH2:23][NH:22][C:20](=[O:21])[CH2:19][N:18]1[C:17]2[CH:33]=[CH:34][CH:35]=[CH:36][C:16]=2[N:15]=[C:14]1[CH2:13][N:2]([CH3:1])[CH:3]1[C:12]2[N:11]=[CH:10][CH:9]=[CH:8][C:7]=2[CH2:6][CH2:5][CH2:4]1. (2) Given the reactants Br[C:2]1[C:11]2[C:6](=[CH:7][CH:8]=[CH:9][CH:10]=2)[C:5]([O:12][CH3:13])=[CH:4][CH:3]=1.[CH:14]1[C:23]2[C:18](=[CH:19][CH:20]=[CH:21][CH:22]=2)[CH:17]=[CH:16][C:15]=1[C:24]1[CH:29]=[CH:28][C:27](B(O)O)=[CH:26][CH:25]=1.C(=O)([O-])[O-].[K+].[K+].O, predict the reaction product. The product is: [CH3:13][O:12][C:5]1[C:6]2[C:11](=[CH:10][CH:9]=[CH:8][CH:7]=2)[C:2]([C:27]2[CH:26]=[CH:25][C:24]([C:15]3[CH:16]=[CH:17][C:18]4[C:23](=[CH:22][CH:21]=[CH:20][CH:19]=4)[CH:14]=3)=[CH:29][CH:28]=2)=[CH:3][CH:4]=1. (3) Given the reactants [N:1]1([CH2:7][C:8]([O:10][CH2:11][CH3:12])=[O:9])[CH2:6][CH2:5][NH:4][CH2:3][CH2:2]1.C([N:15](CC)CC)C.[C:20]([N:27]1C=CN=C1)(N1C=CN=C1)=[S:21].O.NN.[Cl-].[Na+], predict the reaction product. The product is: [NH:27]([C:20]([N:4]1[CH2:5][CH2:6][N:1]([CH2:7][C:8]([O:10][CH2:11][CH3:12])=[O:9])[CH2:2][CH2:3]1)=[S:21])[NH2:15]. (4) Given the reactants [N+]([CH2:14][CH2:15][CH2:16][CH3:17])([CH2:14][CH2:15][CH2:16][CH3:17])([CH2:14][CH2:15][CH2:16][CH3:17])[CH2:14][CH2:15][CH2:16][CH3:17].[F-].O.O.O.[C:22]1(C)[CH:27]=[CH:26][CH:25]=[CH:24][CH:23]=1.O.[CH3:30]S(C)=O, predict the reaction product. The product is: [CH2:16]([C:15]1[CH2:14][CH:30]=1)[CH2:17][CH2:26][CH2:27][CH2:22][CH2:23][CH2:24][CH3:25].